From a dataset of Full USPTO retrosynthesis dataset with 1.9M reactions from patents (1976-2016). Predict the reactants needed to synthesize the given product. Given the product [OH:50][CH:43]([C:44]1[CH:45]=[CH:46][CH:47]=[CH:48][CH:49]=1)[CH2:42][CH2:41][CH:38]1[C:39](=[O:40])[N:36]([C:33]2[CH:32]=[CH:31][C:30]([NH:29][C:28](=[O:59])[CH2:27][CH2:26][CH2:25][CH2:24][NH2:17])=[CH:35][CH:34]=2)[CH:37]1[C:51]1[CH:56]=[CH:55][C:54]([O:57][CH3:58])=[CH:53][CH:52]=1, predict the reactants needed to synthesize it. The reactants are: C1C2C(COC(=O)[N:17]([CH2:24][CH2:25][CH2:26][CH2:27][C:28](=[O:59])[NH:29][C:30]3[CH:35]=[CH:34][C:33]([N:36]4[C:39](=[O:40])[CH:38]([CH2:41][CH2:42][CH:43]([OH:50])[C:44]5[CH:49]=[CH:48][CH:47]=[CH:46][CH:45]=5)[CH:37]4[C:51]4[CH:56]=[CH:55][C:54]([O:57][CH3:58])=[CH:53][CH:52]=4)=[CH:32][CH:31]=3)C3C=CC=CC=3)C3C(=CC=CC=3)C=2C=CC=1.C(NCC)C.